This data is from Peptide-MHC class II binding affinity with 134,281 pairs from IEDB. The task is: Regression. Given a peptide amino acid sequence and an MHC pseudo amino acid sequence, predict their binding affinity value. This is MHC class II binding data. (1) The peptide sequence is DGVWEIKSDKPLKGP. The MHC is DRB1_1101 with pseudo-sequence DRB1_1101. The binding affinity (normalized) is 0.137. (2) The peptide sequence is SSDLELSWNLNGLQAY. The MHC is HLA-DQA10101-DQB10501 with pseudo-sequence HLA-DQA10101-DQB10501. The binding affinity (normalized) is 0.647. (3) The peptide sequence is FVVTGRVYCDPCRAG. The MHC is HLA-DQA10201-DQB10202 with pseudo-sequence HLA-DQA10201-DQB10202. The binding affinity (normalized) is 0.335.